Predict the reaction yield, written as a fraction of the theoretical maximum amount of product (1.0 means a 100% yield; for example, 0.34 means a 34% yield). From a dataset of Reaction yield outcomes from USPTO patents with 853,638 reactions. (1) The reactants are [N+:1]([C:4]1[CH:12]=[CH:11][CH:10]=[C:9]2[C:5]=1[CH:6]=[N:7][N:8]2[CH:13]1[CH2:18][CH2:17][CH2:16][CH2:15][O:14]1)([O-])=O. The catalyst is CCOC(C)=O.[Pd]. The product is [O:14]1[CH2:15][CH2:16][CH2:17][CH2:18][CH:13]1[N:8]1[C:9]2[CH:10]=[CH:11][CH:12]=[C:4]([NH2:1])[C:5]=2[CH:6]=[N:7]1. The yield is 0.967. (2) The reactants are [F:1][C:2]1[CH:7]=[CH:6][C:5]([O:8][CH3:9])=[CH:4][C:3]=1[C:10]1[CH:15]=[CH:14][CH:13]=[C:12]([F:16])[CH:11]=1.S(=O)(=O)(O)O.[I:22]N1C(=O)CCC1=O. The catalyst is C(Cl)Cl.C(O)(=O)C.O. The product is [F:1][C:2]1[CH:7]=[C:6]([I:22])[C:5]([O:8][CH3:9])=[CH:4][C:3]=1[C:10]1[CH:15]=[CH:14][CH:13]=[C:12]([F:16])[CH:11]=1. The yield is 0.680. (3) The reactants are [Cl:1][C:2]1[CH:7]=[C:6]([CH:8]=O)[CH:5]=[CH:4][N:3]=1.[CH3:10][NH:11][CH3:12].C1COCC1. No catalyst specified. The product is [Cl:1][C:2]1[CH:7]=[C:6]([CH2:8][N:11]([CH3:12])[CH3:10])[CH:5]=[CH:4][N:3]=1. The yield is 0.990. (4) The reactants are C[O:2][C:3](=[O:34])[C:4]1[CH:9]=[C:8]([NH2:10])[CH:7]=[C:6]([N:11]2[C:15]([CH3:16])=[CH:14][CH:13]=[C:12]2[C:17]2[CH:22]=[C:21]([Cl:23])[CH:20]=[CH:19][C:18]=2[O:24][CH2:25][C:26]2[C:31]([F:32])=[CH:30][CH:29]=[CH:28][C:27]=2[F:33])[CH:5]=1. The catalyst is CCO.[OH-].[Na+].C(Cl)Cl. The product is [Cl:23][C:21]1[CH:20]=[CH:19][C:18]([O:24][CH2:25][C:26]2[C:31]([F:32])=[CH:30][CH:29]=[CH:28][C:27]=2[F:33])=[C:17]([C:12]2[N:11]([C:6]3[CH:5]=[C:4]([CH:9]=[C:8]([NH2:10])[CH:7]=3)[C:3]([OH:34])=[O:2])[C:15]([CH3:16])=[CH:14][CH:13]=2)[CH:22]=1. The yield is 0.770. (5) The reactants are [N+:1]([C:4]1[CH:13]=[C:12]([C:14]([O:16][C:17]([CH3:20])([CH3:19])[CH3:18])=[O:15])[CH:11]=[CH:10][C:5]=1[C:6]([O:8][CH3:9])=[O:7])([O-])=O.[CH:21]([Mg]Br)=[CH2:22]. The catalyst is O1CCCC1. The product is [NH:1]1[C:4]2[C:5]([C:6]([O:8][CH3:9])=[O:7])=[CH:10][CH:11]=[C:12]([C:14]([O:16][C:17]([CH3:20])([CH3:19])[CH3:18])=[O:15])[C:13]=2[CH:22]=[CH:21]1. The yield is 0.270. (6) The reactants are C1COCC1.C([O:14][CH2:15][C:16]1([CH3:26])[O:25][CH2:24][C:19]2([O:23][CH2:22][CH2:21][O:20]2)[CH2:18][O:17]1)(=O)C1C=CC=CC=1.[OH-].[Na+]. The catalyst is CO. The product is [CH3:26][C:16]1([CH2:15][OH:14])[O:17][CH2:18][C:19]2([O:20][CH2:21][CH2:22][O:23]2)[CH2:24][O:25]1. The yield is 0.900. (7) The reactants are [NH2:1][C:2]1[CH:7]=[CH:6][C:5]([N:8]2[C:14](=[O:15])[CH2:13][C:12](=[O:16])[NH:11][C:10]3[C:17]4[CH2:18][CH2:19][CH2:20][CH2:21][C:22]=4[CH:23]=[CH:24][C:9]2=3)=[CH:4][CH:3]=1.[Br:25][C:26]1[CH:27]=[C:28]([S:32](Cl)(=[O:34])=[O:33])[CH:29]=[CH:30][CH:31]=1. The catalyst is N1C=CC=CC=1. The product is [Br:25][C:26]1[CH:27]=[C:28]([S:32]([NH:1][C:2]2[CH:3]=[CH:4][C:5]([N:8]3[C:14](=[O:15])[CH2:13][C:12](=[O:16])[NH:11][C:10]4[C:17]5[CH2:18][CH2:19][CH2:20][CH2:21][C:22]=5[CH:23]=[CH:24][C:9]3=4)=[CH:6][CH:7]=2)(=[O:34])=[O:33])[CH:29]=[CH:30][CH:31]=1. The yield is 0.430. (8) The reactants are C(Cl)(=O)C(Cl)=O.CS(C)=O.[F:11][C:12]1[CH:52]=[CH:51][CH:50]=[C:49]([F:53])[C:13]=1[CH2:14][N:15]1[C:20]2[S:21][C:22]([C:31]3[CH:36]=[CH:35][C:34]([NH:37][C:38]([NH:40][O:41][CH3:42])=[O:39])=[CH:33][CH:32]=3)=[C:23]([CH2:24][N:25]([CH2:27][CH2:28][O:29][CH3:30])[CH3:26])[C:19]=2[C:18](=[O:43])[N:17]([CH2:44][CH:45]([OH:47])[CH3:46])[C:16]1=[O:48].C(N(CC)CC)C.[Cl-].[NH4+]. The catalyst is ClCCl. The product is [F:53][C:49]1[CH:50]=[CH:51][CH:52]=[C:12]([F:11])[C:13]=1[CH2:14][N:15]1[C:20]2[S:21][C:22]([C:31]3[CH:32]=[CH:33][C:34]([NH:37][C:38]([NH:40][O:41][CH3:42])=[O:39])=[CH:35][CH:36]=3)=[C:23]([CH2:24][N:25]([CH2:27][CH2:28][O:29][CH3:30])[CH3:26])[C:19]=2[C:18](=[O:43])[N:17]([CH2:44][C:45](=[O:47])[CH3:46])[C:16]1=[O:48]. The yield is 0.130. (9) The reactants are [C:1]12([CH2:11][C:12]([NH:14][CH2:15][C:16]3[CH:21]=[CH:20][C:19]([Cl:22])=[CH:18][CH:17]=3)=[O:13])[CH2:10][CH:5]3[CH2:6][CH:7]([CH2:9][CH:3]([CH2:4]3)[CH2:2]1)[CH2:8]2.[H-].[Na+].[CH3:25]I. The catalyst is CN(C=O)C. The product is [C:1]12([CH2:11][C:12]([N:14]([CH2:15][C:16]3[CH:17]=[CH:18][C:19]([Cl:22])=[CH:20][CH:21]=3)[CH3:25])=[O:13])[CH2:10][CH:5]3[CH2:6][CH:7]([CH2:9][CH:3]([CH2:4]3)[CH2:2]1)[CH2:8]2. The yield is 0.780.